The task is: Predict the reactants needed to synthesize the given product.. This data is from Full USPTO retrosynthesis dataset with 1.9M reactions from patents (1976-2016). (1) Given the product [F:1][C:2]1[CH:10]=[C:9]([N+:11]([O-:13])=[O:12])[C:8]([O:14][CH3:15])=[CH:7][C:3]=1[C:4]([NH:23][CH:20]1[CH2:21][CH2:22][N:17]([CH3:16])[CH2:18][CH2:19]1)=[O:6], predict the reactants needed to synthesize it. The reactants are: [F:1][C:2]1[CH:10]=[C:9]([N+:11]([O-:13])=[O:12])[C:8]([O:14][CH3:15])=[CH:7][C:3]=1[C:4]([OH:6])=O.[CH3:16][N:17]1[CH2:22][CH2:21][CH:20]([NH2:23])[CH2:19][CH2:18]1.CCN(C(C)C)C(C)C.CN(C(ON1N=NC2C=CC=NC1=2)=[N+](C)C)C.F[P-](F)(F)(F)(F)F. (2) Given the product [NH:9]1[C:10]2[C:6](=[CH:5][CH:4]=[CH:12][CH:11]=2)[CH:7]=[CH:8]1, predict the reactants needed to synthesize it. The reactants are: [H-].[Na+].Br[C:4]1[CH:5]=[C:6]2[C:10](=[CH:11][CH:12]=1)[NH:9][CH:8]=[C:7]2C1CCN(C)CC=1.C1(S(Cl)(=O)=O)C=CC=CC=1. (3) Given the product [Cl:1][C:2]1[CH:10]=[CH:9][CH:8]=[C:7]2[C:3]=1[C:4]([C:17]([NH:42][CH2:43][C:44]1([OH:52])[CH2:45][CH2:46][C:47]([F:51])([F:50])[CH2:48][CH2:49]1)=[O:19])=[CH:5][N:6]2[CH2:11][CH:12]1[CH2:16][CH2:15][CH2:14][O:13]1, predict the reactants needed to synthesize it. The reactants are: [Cl:1][C:2]1[CH:10]=[CH:9][CH:8]=[C:7]2[C:3]=1[C:4]([C:17]([OH:19])=O)=[CH:5][N:6]2[CH2:11][CH:12]1[CH2:16][CH2:15][CH2:14][O:13]1.C1C=CC2N(O)N=NC=2C=1.CCN=C=NCCCN(C)C.Cl.[NH2:42][CH2:43][C:44]1([OH:52])[CH2:49][CH2:48][C:47]([F:51])([F:50])[CH2:46][CH2:45]1. (4) Given the product [CH3:8][C:9]([CH3:53])([CH2:51][CH3:52])[CH2:10][C:11]1[N:12]=[C:13]([CH2:35][CH:36]([NH:37][C:5](=[O:7])[CH3:6])[C:38]2[CH:39]=[CH:40][C:41]([C:44]3[CH:49]=[CH:48][C:47]([F:50])=[CH:46][N:45]=3)=[CH:42][CH:43]=2)[N:14]([C:16]([C:29]2[CH:34]=[CH:33][CH:32]=[CH:31][CH:30]=2)([C:23]2[CH:28]=[CH:27][CH:26]=[CH:25][CH:24]=2)[C:17]2[CH:18]=[CH:19][CH:20]=[CH:21][CH:22]=2)[CH:15]=1, predict the reactants needed to synthesize it. The reactants are: C(O[C:5](=[O:7])[CH3:6])(=O)C.[CH3:8][C:9]([CH3:53])([CH2:51][CH3:52])[CH2:10][C:11]1[N:12]=[C:13]([CH2:35][CH:36]([C:38]2[CH:43]=[CH:42][C:41]([C:44]3[CH:49]=[CH:48][C:47]([F:50])=[CH:46][N:45]=3)=[CH:40][CH:39]=2)[NH2:37])[N:14]([C:16]([C:29]2[CH:34]=[CH:33][CH:32]=[CH:31][CH:30]=2)([C:23]2[CH:28]=[CH:27][CH:26]=[CH:25][CH:24]=2)[C:17]2[CH:22]=[CH:21][CH:20]=[CH:19][CH:18]=2)[CH:15]=1. (5) Given the product [F:1][C:2]1[C:10]([O:11][CH3:12])=[CH:9][CH:8]=[CH:7][C:3]=1[NH2:16], predict the reactants needed to synthesize it. The reactants are: [F:1][C:2]1[C:10]([O:11][CH3:12])=[CH:9][CH:8]=[CH:7][C:3]=1C(O)=O.C([N:16](C(C)C)CC)(C)C.C1(P(N=[N+]=[N-])(C2C=CC=CC=2)=O)C=CC=CC=1.C(OCC)(=O)C. (6) Given the product [Cl:23][C:20]1[CH:21]=[CH:22][C:17]([N:3]2[CH2:4][CH:5]3[N:8]([C:9]([O:11][C:12]([CH3:15])([CH3:14])[CH3:13])=[O:10])[CH:1]([CH2:7][CH2:6]3)[CH2:2]2)=[N:18][CH:19]=1, predict the reactants needed to synthesize it. The reactants are: [CH:1]12[N:8]([C:9]([O:11][C:12]([CH3:15])([CH3:14])[CH3:13])=[O:10])[CH:5]([CH2:6][CH2:7]1)[CH2:4][NH:3][CH2:2]2.Cl[C:17]1[CH:22]=[CH:21][C:20]([Cl:23])=[CH:19][N:18]=1. (7) Given the product [CH3:10][C:8]1[O:9][C:5]2[CH:29]=[C:28]([O:27][C:24](=[O:26])[CH3:25])[CH:12]=[CH:11][C:6]=2[CH:7]=1, predict the reactants needed to synthesize it. The reactants are: COC1[CH:12]=[CH:11][C:6]2[CH:7]=[C:8]([CH3:10])[O:9][C:5]=2C=1.B(Br)(Br)Br.C(N(CC)CC)C.[C:24]([O:27][C:28](=O)[CH3:29])(=[O:26])[CH3:25]. (8) Given the product [C:1]([O:4][CH2:5][CH:6]1[N:7]([C:13]([O:15][C:16]([CH3:19])([CH3:18])[CH3:17])=[O:14])[CH2:8][CH:9]2[C:26]3[CH:27]=[C:22]([Br:21])[CH:23]=[C:24]([Cl:30])[C:25]=3[O:12][CH:10]2[CH2:11]1)(=[O:3])[CH3:2], predict the reactants needed to synthesize it. The reactants are: [C:1]([O:4][CH2:5][CH:6]1[CH2:11][C:10](=[O:12])[CH2:9][CH2:8][N:7]1[C:13]([O:15][C:16]([CH3:19])([CH3:18])[CH3:17])=[O:14])(=[O:3])[CH3:2].Cl.[Br:21][C:22]1[CH:27]=[CH:26][C:25](ON)=[C:24]([Cl:30])[CH:23]=1.